Task: Predict the reactants needed to synthesize the given product.. Dataset: Full USPTO retrosynthesis dataset with 1.9M reactions from patents (1976-2016) (1) The reactants are: F[C:2](F)(F)[CH2:3][CH2:4][C:5]([N:7]([CH3:28])[S:8]([N:11]1[C:16]2([CH2:18][CH2:17]2)[CH2:15][N:14]([C:19]2[C:20]3[CH:27]=[CH:26][NH:25][C:21]=3[N:22]=[CH:23][N:24]=2)[CH2:13][CH2:12]1)(=[O:10])=[O:9])=[O:6].[CH:31]1(C(Cl)=O)CCC[CH2:32]1.CCN(CC)CC.O=S1(=O)CCC(C(Cl)=O)C1. Given the product [CH3:28][N:7]([S:8]([N:11]1[C:16]2([CH2:18][CH2:17]2)[CH2:15][N:14]([C:19]2[C:20]3[CH:27]=[CH:26][NH:25][C:21]=3[N:22]=[CH:23][N:24]=2)[CH2:13][CH2:12]1)(=[O:10])=[O:9])[C:5]([CH:4]1[CH2:32][CH2:31][CH2:2][CH2:3]1)=[O:6], predict the reactants needed to synthesize it. (2) Given the product [Br:5][C:6]1[CH:7]=[C:8]([CH2:14][C:15]2[CH:20]=[C:19]([Br:21])[CH:18]=[C:17]([Br:23])[CH:16]=2)[CH:9]=[C:10]([Br:13])[CH:11]=1, predict the reactants needed to synthesize it. The reactants are: N([O-])=O.[Na+].[Br:5][C:6]1[CH:7]=[C:8]([CH2:14][C:15]2[CH:20]=[C:19]([Br:21])[C:18](N)=[C:17]([Br:23])[CH:16]=2)[CH:9]=[C:10]([Br:13])[C:11]=1N.[PH2](O)=O.O. (3) Given the product [Cl:6][C:7]1[CH:19]=[CH:18][C:10]([O:11][C:12]2[CH:17]=[CH:16][C:15]([S:2]([Cl:1])(=[O:5])=[O:3])=[CH:14][CH:13]=2)=[CH:9][CH:8]=1, predict the reactants needed to synthesize it. The reactants are: [Cl:1][S:2]([OH:5])(=O)=[O:3].[Cl:6][C:7]1[CH:19]=[CH:18][C:10]([O:11][C:12]2[CH:17]=[CH:16][CH:15]=[CH:14][CH:13]=2)=[CH:9][CH:8]=1. (4) Given the product [Cl:1][C:2]1[CH:7]=[C:6]([Cl:8])[C:5]([C:9]2[N:17]=[C:16]([Cl:18])[N:15]=[C:14]3[C:10]=2[N:11]=[CH:12][N:13]3[CH2:19][C:20]2[CH:21]=[CH:22][C:23]([O:26][CH3:27])=[CH:24][CH:25]=2)=[CH:4][C:3]=1[O:28][CH2:30][CH2:29][N:31]([CH2:35][CH3:36])[CH2:32][CH3:33], predict the reactants needed to synthesize it. The reactants are: [Cl:1][C:2]1[CH:7]=[C:6]([Cl:8])[C:5]([C:9]2[N:17]=[C:16]([Cl:18])[N:15]=[C:14]3[C:10]=2[N:11]=[CH:12][N:13]3[CH2:19][C:20]2[CH:25]=[CH:24][C:23]([O:26][CH3:27])=[CH:22][CH:21]=2)=[CH:4][C:3]=1[OH:28].[CH2:29]([N:31]([CH2:35][CH3:36])[CH2:32][CH2:33]O)[CH3:30].C1(P(C2C=CC=CC=2)C2C=CC=CC=2)C=CC=CC=1.N(C(OC(C)C)=O)=NC(OC(C)C)=O. (5) Given the product [CH2:18]([O:17][C:15](=[O:16])[C:14]([C:12]#[N:13])=[CH:10][C:4]1[NH:5][CH:6]=[C:7]([CH2:8][CH3:9])[C:3]=1[CH2:1][CH3:2])[CH3:19], predict the reactants needed to synthesize it. The reactants are: [CH2:1]([C:3]1[C:7]([CH2:8][CH3:9])=[CH:6][NH:5][C:4]=1[CH:10]=O)[CH3:2].[C:12]([CH2:14][C:15]([O:17][CH2:18][CH3:19])=[O:16])#[N:13].C(NCC)C.